From a dataset of Reaction yield outcomes from USPTO patents with 853,638 reactions. Predict the reaction yield, written as a fraction of the theoretical maximum amount of product (1.0 means a 100% yield; for example, 0.34 means a 34% yield). (1) The reactants are ClCCl.[C:4]([OH:9])(=[O:8])[C:5]([CH3:7])=[CH2:6].[O:10]1[CH:14]=[CH:13][CH2:12][CH2:11]1. The catalyst is CS(O)(=O)=O.C(N(CC)CC)C. The product is [C:4]([O:9][CH:11]1[CH2:12][CH2:13][CH2:14][O:10]1)(=[O:8])[C:5]([CH3:7])=[CH2:6]. The yield is 0.580. (2) The catalyst is C1COCC1. The reactants are [NH:1]1[C:6]([C:7](O)=[O:8])=[CH:5][CH:4]=[CH:3][C:2]1=[O:10].COCCOC.[H-].[Al+3].[Li+].[H-].[H-].[H-].C(O)(=O)C. The product is [OH:8][CH2:7][C:6]1[NH:1][C:2](=[O:10])[CH:3]=[CH:4][CH:5]=1. The yield is 0.320. (3) The product is [NH2:37][C:5]1[C:4](=[O:22])[C:3]([O:2][CH3:1])=[CH:8][N:7]([C:9]2[CH:14]=[CH:13][CH:12]=[C:11]([C:15]([F:18])([F:17])[F:16])[CH:10]=2)[N:6]=1. The yield is 0.660. The catalyst is C1(C)C=CC=CC=1. The reactants are [CH3:1][O:2][C:3]1[C:4](=[O:22])[C:5](C(O)=O)=[N:6][N:7]([C:9]2[CH:14]=[CH:13][CH:12]=[C:11]([C:15]([F:18])([F:17])[F:16])[CH:10]=2)[CH:8]=1.C1C=CC(P([N:37]=[N+]=[N-])(C2C=CC=CC=2)=O)=CC=1.CCN(CC)CC.[OH-].[Na+].